Regression. Given a peptide amino acid sequence and an MHC pseudo amino acid sequence, predict their binding affinity value. This is MHC class II binding data. From a dataset of Peptide-MHC class II binding affinity with 134,281 pairs from IEDB. (1) The peptide sequence is SYDGVSEDTDDDD. The MHC is HLA-DPA10201-DPB10501 with pseudo-sequence HLA-DPA10201-DPB10501. The binding affinity (normalized) is 0. (2) The peptide sequence is AVVCGRRHGVRIRVR. The MHC is DRB3_0202 with pseudo-sequence DRB3_0202. The binding affinity (normalized) is 0.504. (3) The peptide sequence is LSADQISTVQASFDKVK. The MHC is HLA-DPA10201-DPB11401 with pseudo-sequence HLA-DPA10201-DPB11401. The binding affinity (normalized) is 0.283. (4) The peptide sequence is KASNPNYLAILVKYV. The MHC is DRB1_0401 with pseudo-sequence DRB1_0401. The binding affinity (normalized) is 0.501.